This data is from Reaction yield outcomes from USPTO patents with 853,638 reactions. The task is: Predict the reaction yield, written as a fraction of the theoretical maximum amount of product (1.0 means a 100% yield; for example, 0.34 means a 34% yield). (1) The reactants are [Cl:1][C:2]1[C:10]2[N:9]=[C:8]([NH:11][C:12]3[C:13]([CH3:21])=[CH:14][C:15]([N:18]([CH3:20])[CH3:19])=[N:16][CH:17]=3)[N:7]([CH2:22][CH:23]=[CH2:24])[C:6]=2[C:5]([CH:25]([CH2:28][CH3:29])[CH2:26][CH3:27])=[CH:4][CH:3]=1.C(N(CC)CC)C.[C:37](O[C:37]([O:38][C:39]([CH3:42])([CH3:41])[CH3:40])=[O:43])(=[O:43])[O:38][C:39]([CH3:42])([CH3:41])[CH3:40]. The catalyst is O1CCCC1.CN(C)C1C=CN=CC=1. The product is [Cl:1][C:2]1[C:10]2[N:9]=[C:8]([N:11]([C:12]3[CH:17]=[N:16][C:15]([N:18]([CH3:19])[CH3:20])=[CH:14][C:13]=3[CH3:21])[C:37](=[O:43])[O:38][C:39]([CH3:42])([CH3:41])[CH3:40])[N:7]([CH2:22][CH:23]=[CH2:24])[C:6]=2[C:5]([CH:25]([CH2:26][CH3:27])[CH2:28][CH3:29])=[CH:4][CH:3]=1. The yield is 1.03. (2) The reactants are [F:1][C:2]1[CH:25]=[CH:24][C:5]([CH2:6][N:7]2[C:11]3=[CH:12][N:13]=[C:14]([C:20]([O:22][CH3:23])=[O:21])[C:15]([C:16]#[C:17][CH2:18]O)=[C:10]3[CH:9]=[CH:8]2)=[CH:4][CH:3]=1.[C:26]([O:30][C:31]([O:33][NH:34][C:35](=[O:41])[O:36][C:37]([CH3:40])([CH3:39])[CH3:38])=[O:32])([CH3:29])([CH3:28])[CH3:27].CC(OC(/N=N/C(OC(C)C)=O)=O)C.C1(P(C2C=CC=CC=2)C2C=CC=CC=2)C=CC=CC=1. The catalyst is C1COCC1. The product is [C:37]([O:36][C:35]([N:34]([O:33][C:31]([O:30][C:26]([CH3:29])([CH3:28])[CH3:27])=[O:32])[CH2:18][C:17]#[C:16][C:15]1[C:14]([C:20]([O:22][CH3:23])=[O:21])=[N:13][CH:12]=[C:11]2[N:7]([CH2:6][C:5]3[CH:4]=[CH:3][C:2]([F:1])=[CH:25][CH:24]=3)[CH:8]=[CH:9][C:10]=12)=[O:41])([CH3:40])([CH3:39])[CH3:38]. The yield is 0.402. (3) The reactants are [CH2:1]([O:4][N:5]([C@H:18]1[CH2:23][N:22](C(OC(C)(C)C)=O)[C@H:21]([CH2:31][O:32][CH3:33])[CH:20]=[C:19]1[C:34](=[O:37])[NH:35][CH3:36])[S:6]([C:9]1[CH:14]=[CH:13][CH:12]=[CH:11][C:10]=1[N+:15]([O-:17])=[O:16])(=[O:8])=[O:7])[CH:2]=[CH2:3].Cl. The catalyst is O1CCOCC1. The product is [CH2:1]([O:4][N:5]([C@@H:18]1[C:19]([C:34]([NH:35][CH3:36])=[O:37])=[CH:20][C@@H:21]([CH2:31][O:32][CH3:33])[NH:22][CH2:23]1)[S:6]([C:9]1[CH:14]=[CH:13][CH:12]=[CH:11][C:10]=1[N+:15]([O-:17])=[O:16])(=[O:8])=[O:7])[CH:2]=[CH2:3]. The yield is 0.690. (4) The reactants are BrCC1CC1(F)F.[CH2:8](Br)[C:9]1[CH:14]=[CH:13][CH:12]=[CH:11][CH:10]=1.[CH3:16][C:17]1[N:18]=[C:19]([N:27]2[CH2:31][CH2:30][NH:29][C:28]2=[O:32])[S:20][C:21]=1[C:22]([O:24][CH2:25][CH3:26])=[O:23]. No catalyst specified. The product is [CH2:8]([N:29]1[CH2:30][CH2:31][N:27]([C:19]2[S:20][C:21]([C:22]([O:24][CH2:25][CH3:26])=[O:23])=[C:17]([CH3:16])[N:18]=2)[C:28]1=[O:32])[C:9]1[CH:14]=[CH:13][CH:12]=[CH:11][CH:10]=1. The yield is 0.930. (5) The reactants are [NH2:1][C:2]1[C:7]([O:8][CH:9]2[C:13]3([CH2:15][CH2:14]3)[CH2:12][N:11]([C:16]([O:18][C:19]([CH3:22])([CH3:21])[CH3:20])=[O:17])[CH2:10]2)=[CH:6][C:5]([C:23]([O:25]C)=O)=[CH:4][N:3]=1.[CH3:27][NH2:28]. The catalyst is CO. The product is [NH2:1][C:2]1[C:7]([O:8][CH:9]2[C:13]3([CH2:14][CH2:15]3)[CH2:12][N:11]([C:16]([O:18][C:19]([CH3:20])([CH3:21])[CH3:22])=[O:17])[CH2:10]2)=[CH:6][C:5]([C:23](=[O:25])[NH:28][CH3:27])=[CH:4][N:3]=1. The yield is 0.740.